Dataset: Catalyst prediction with 721,799 reactions and 888 catalyst types from USPTO. Task: Predict which catalyst facilitates the given reaction. (1) Reactant: [F:1][C:2]1[CH:24]=[CH:23][CH:22]=[CH:21][C:3]=1[CH2:4][C:5]1[N:9]([CH2:10][C:11]2[CH:16]=[CH:15][C:14]([O:17][CH3:18])=[CH:13][CH:12]=2)[N:8]=[CH:7][C:6]=1[CH2:19][OH:20].S([O-])([O-])(=O)=O.[Mg+2]. Product: [F:1][C:2]1[CH:24]=[CH:23][CH:22]=[CH:21][C:3]=1[CH2:4][C:5]1[N:9]([CH2:10][C:11]2[CH:12]=[CH:13][C:14]([O:17][CH3:18])=[CH:15][CH:16]=2)[N:8]=[CH:7][C:6]=1[CH:19]=[O:20]. The catalyst class is: 327. (2) Reactant: [N:1]1[NH:2][N:3]=[N:4][C:5]=1[C:6]1[CH:7]=[N:8][C:9]([C:12]2[N:13]=[N:14][N:15]([CH2:17][C:18]3[CH:23]=[C:22]([Cl:24])[C:21]([Cl:25])=[C:20]([Cl:26])[CH:19]=3)[CH:16]=2)=[N:10][CH:11]=1.Br[CH2:28][C:29]([O:31][CH2:32][CH3:33])=[O:30].C(N(CC)CC)C. Product: [CH2:32]([O:31][C:29](=[O:30])[CH2:28][N:3]1[N:2]=[N:1][C:5]([C:6]2[CH:7]=[N:8][C:9]([C:12]3[N:13]=[N:14][N:15]([CH2:17][C:18]4[CH:19]=[C:20]([Cl:26])[C:21]([Cl:25])=[C:22]([Cl:24])[CH:23]=4)[CH:16]=3)=[N:10][CH:11]=2)=[N:4]1)[CH3:33]. The catalyst class is: 1. (3) Reactant: [CH3:1][C:2]([NH:14][C:15](=[O:24])[C:16]1[C:21]([F:22])=[CH:20][CH:19]=[CH:18][C:17]=1[F:23])([CH3:13])[C:3](=[O:12])[C:4]1[CH:9]=[CH:8][C:7]([CH:10]=C)=[CH:6][CH:5]=1.[O:25]=[O+][O-].C1(P(C2C=CC=CC=2)C2C=CC=CC=2)C=CC=CC=1. Product: [F:22][C:21]1[CH:20]=[CH:19][CH:18]=[C:17]([F:23])[C:16]=1[C:15]([NH:14][C:2]([CH3:13])([CH3:1])[C:3]([C:4]1[CH:9]=[CH:8][C:7]([CH:10]=[O:25])=[CH:6][CH:5]=1)=[O:12])=[O:24]. The catalyst class is: 2. (4) Reactant: C(OC(C)C)(=O)C.[C:8]([O:12][C:13]([N:15]1[C@H:19]([CH2:20][C:21]2[CH:26]=[CH:25][C:24]([C:27]3[CH:32]=[CH:31][CH:30]=[CH:29][CH:28]=3)=[CH:23][CH:22]=2)[CH2:18][C:17](=[CH2:33])[C:16]1=[O:34])=[O:14])([CH3:11])([CH3:10])[CH3:9].[H][H]. Product: [C:8]([O:12][C:13]([N:15]1[C@H:19]([CH2:20][C:21]2[CH:22]=[CH:23][C:24]([C:27]3[CH:28]=[CH:29][CH:30]=[CH:31][CH:32]=3)=[CH:25][CH:26]=2)[CH2:18][C@@H:17]([CH3:33])[C:16]1=[O:34])=[O:14])([CH3:11])([CH3:9])[CH3:10].[C:8]([O:12][C:13]([N:15]1[C@H:19]([CH2:20][C:21]2[CH:22]=[CH:23][C:24]([C:27]3[CH:28]=[CH:29][CH:30]=[CH:31][CH:32]=3)=[CH:25][CH:26]=2)[CH2:18][C@H:17]([CH3:33])[C:16]1=[O:34])=[O:14])([CH3:11])([CH3:9])[CH3:10]. The catalyst class is: 553. (5) Reactant: [F:1][C:2]1[CH:9]=[CH:8][C:7]([N+:10]([O-])=O)=[CH:6][C:3]=1[C:4]#[N:5]. Product: [F:1][C:2]1[CH:9]=[CH:8][C:7]([NH2:10])=[CH:6][C:3]=1[C:4]#[N:5]. The catalyst class is: 413.